This data is from Catalyst prediction with 721,799 reactions and 888 catalyst types from USPTO. The task is: Predict which catalyst facilitates the given reaction. (1) Reactant: [Br:1][C:2]1[CH:7]=[CH:6][C:5]([CH3:8])=[CH:4][N+:3]=1[O-:9].[N+:10]([O-])([OH:12])=[O:11]. Product: [Br:1][C:2]1[CH:7]=[C:6]([N+:10]([O-:12])=[O:11])[C:5]([CH3:8])=[CH:4][N+:3]=1[O-:9]. The catalyst class is: 65. (2) Reactant: Br[C:2]1[CH:3]=[C:4]([CH2:8][N:9]([CH3:11])[CH3:10])[CH:5]=[N:6][CH:7]=1.[CH3:12][O:13][C:14]1[CH:21]=[CH:20][C:17]([CH2:18][NH2:19])=[CH:16][CH:15]=1.C(=O)([O-])[O-].[Cs+].[Cs+].CC1(C)C2C(=C(P(C3C=CC=CC=3)C3C=CC=CC=3)C=CC=2)OC2C(P(C3C=CC=CC=3)C3C=CC=CC=3)=CC=CC1=2. Product: [CH3:10][N:9]([CH2:8][C:4]1[CH:3]=[C:2]([NH:19][CH2:18][C:17]2[CH:20]=[CH:21][C:14]([O:13][CH3:12])=[CH:15][CH:16]=2)[CH:7]=[N:6][CH:5]=1)[CH3:11]. The catalyst class is: 110. (3) Reactant: C(=O)([O-])[O-].[K+].[K+].[NH2:7][C:8]1[C:21]([Cl:22])=[CH:20][C:19]([Cl:23])=[CH:18][C:9]=1[C:10]([N:12]=[S:13]([CH2:16][CH3:17])[CH2:14][CH3:15])=[O:11].[Cl:24][C:25]1[C:26]([N:31]2[C:35]([C:36](Cl)=[O:37])=[CH:34][C:33]([C:39]([F:42])([F:41])[F:40])=[N:32]2)=[N:27][CH:28]=[CH:29][CH:30]=1.O. Product: [Cl:24][C:25]1[C:26]([N:31]2[C:35]([C:36]([NH:7][C:8]3[C:9]([C:10](=[O:11])[N:12]=[S:13]([CH2:14][CH3:15])[CH2:16][CH3:17])=[CH:18][C:19]([Cl:23])=[CH:20][C:21]=3[Cl:22])=[O:37])=[CH:34][C:33]([C:39]([F:42])([F:40])[F:41])=[N:32]2)=[N:27][CH:28]=[CH:29][CH:30]=1. The catalyst class is: 11. (4) The catalyst class is: 114. Product: [CH3:21][N:17]1[C:18]2[C:14](=[CH:13][C:12]([CH2:11][N:9]3[CH:8]=[C:7]4[C:2]([NH:23][CH2:24][C:25]5[CH:26]=[C:27]6[C:32](=[CH:33][CH:34]=5)[C:31]([NH2:35])=[N:30][CH:29]=[CH:28]6)=[N:3][CH:4]=[CH:5][C:6]4=[N:10]3)=[CH:20][CH:19]=2)[CH:15]=[C:16]1[CH3:22]. Reactant: Cl[C:2]1[C:7]2=[CH:8][N:9]([CH2:11][C:12]3[CH:13]=[C:14]4[C:18](=[CH:19][CH:20]=3)[N:17]([CH3:21])[C:16]([CH3:22])=[CH:15]4)[N:10]=[C:6]2[CH:5]=[CH:4][N:3]=1.[NH2:23][CH2:24][C:25]1[CH:26]=[C:27]2[C:32](=[CH:33][CH:34]=1)[C:31]([NH2:35])=[N:30][CH:29]=[CH:28]2. (5) Reactant: Cl[C:2]1[CH:7]=[C:6]([N:8]2[CH2:12][CH2:11][CH2:10][CH2:9]2)[N:5]=[C:4](/[CH:13]=[CH:14]/[C:15]2[C:16]([N:25]([CH3:27])[CH3:26])=[N:17][C:18]3[C:23]([N:24]=2)=[CH:22][CH:21]=[CH:20][CH:19]=3)[N:3]=1.[CH3:28][NH:29][CH:30]1[CH2:35][CH2:34][O:33][CH2:32][CH2:31]1.CC(C)([O-])C.[Na+].C1(P(C2CCCCC2)C2C=CC=CC=2C2C=CC=CC=2N(C)C)CCCCC1. Product: [CH3:26][N:25]([CH3:27])[C:16]1[C:15](/[CH:14]=[CH:13]/[C:4]2[N:3]=[C:2]([N:29]([CH3:28])[CH:30]3[CH2:35][CH2:34][O:33][CH2:32][CH2:31]3)[CH:7]=[C:6]([N:8]3[CH2:9][CH2:10][CH2:11][CH2:12]3)[N:5]=2)=[N:24][C:23]2[C:18](=[CH:19][CH:20]=[CH:21][CH:22]=2)[N:17]=1. The catalyst class is: 160. (6) The catalyst class is: 16. Product: [OH:24][CH2:23][CH2:22][O:25][C:2]1[C:3]([N:8]2[CH2:13][CH2:12][N:11]([C:14]([O:16][C:17]([CH3:20])([CH3:19])[CH3:18])=[O:15])[CH2:10][C@H:9]2[CH3:21])=[N:4][CH:5]=[CH:6][N:7]=1. Reactant: Cl[C:2]1[C:3]([N:8]2[CH2:13][CH2:12][N:11]([C:14]([O:16][C:17]([CH3:20])([CH3:19])[CH3:18])=[O:15])[CH2:10][C@H:9]2[CH3:21])=[N:4][CH:5]=[CH:6][N:7]=1.[CH2:22]([OH:25])[CH2:23][OH:24].CC([O-])(C)C.[K+].